Dataset: Forward reaction prediction with 1.9M reactions from USPTO patents (1976-2016). Task: Predict the product of the given reaction. (1) Given the reactants C(=O)(O)[O-].[Na+].[S:6]1[C:10]2[CH:11]=[CH:12][CH:13]=[CH:14][C:9]=2[CH:8]=[C:7]1B(O)O.Br[C:19]1[CH:24]=[CH:23][CH:22]=[CH:21][N:20]=1, predict the reaction product. The product is: [S:6]1[C:7]([C:19]2[CH:24]=[CH:23][CH:22]=[CH:21][N:20]=2)=[CH:8][C:9]2[CH:14]=[CH:13][CH:12]=[CH:11][C:10]1=2. (2) Given the reactants [F:1][C:2]1[CH:10]=[CH:9][C:8]([C:11]#[C:12][C:13]2[CH:18]=[CH:17][C:16]([O:19][CH2:20][CH2:21][CH2:22][CH2:23][C:24]3[C:29]([F:30])=[CH:28][C:27]([F:31])=[C:26]([F:32])[C:25]=3[F:33])=[CH:15][CH:14]=2)=[C:7]2[C:3]=1[C:4]([CH2:41][CH2:42][CH2:43][C:44]([O-:46])=[O:45])=[C:5]([CH3:40])[N:6]2[CH2:34][CH2:35][CH2:36][C:37]([O-:39])=[O:38].[Na+:47].[Na+].CO.CC(C)=O, predict the reaction product. The product is: [OH2:19].[F:1][C:2]1[CH:10]=[CH:9][C:8]([C:11]#[C:12][C:13]2[CH:18]=[CH:17][C:16]([O:19][CH2:20][CH2:21][CH2:22][CH2:23][C:24]3[C:29]([F:30])=[CH:28][C:27]([F:31])=[C:26]([F:32])[C:25]=3[F:33])=[CH:15][CH:14]=2)=[C:7]2[C:3]=1[C:4]([CH2:41][CH2:42][CH2:43][C:44]([O-:46])=[O:45])=[C:5]([CH3:40])[N:6]2[CH2:34][CH2:35][CH2:36][C:37]([O-:39])=[O:38].[Na+:47].[Na+:47]. (3) Given the reactants [CH2:1]([O:13][CH2:14][C:15]([CH2:28][O:29][CH2:30][CH2:31][CH2:32][CH2:33][CH2:34][CH2:35][CH2:36][CH2:37][CH2:38][CH2:39][CH2:40][CH3:41])([CH2:22][C:23]([N:25]([CH3:27])[CH3:26])=O)[CH2:16][C:17]([N:19]([CH3:21])[CH3:20])=O)[CH2:2][CH2:3][CH2:4][CH2:5][CH2:6][CH2:7][CH2:8][CH2:9][CH2:10][CH2:11][CH3:12].[H-].[H-].[H-].[H-].[Li+].[Al+3], predict the reaction product. The product is: [CH2:30]([O:29][CH2:28][C:15]([CH2:14][O:13][CH2:1][CH2:2][CH2:3][CH2:4][CH2:5][CH2:6][CH2:7][CH2:8][CH2:9][CH2:10][CH2:11][CH3:12])([CH2:22][CH2:23][N:25]([CH3:26])[CH3:27])[CH2:16][CH2:17][N:19]([CH3:21])[CH3:20])[CH2:31][CH2:32][CH2:33][CH2:34][CH2:35][CH2:36][CH2:37][CH2:38][CH2:39][CH2:40][CH3:41]. (4) Given the reactants Cl.[N:2]1[C:10]2[CH2:9][CH:8]([C:11]([OH:13])=[O:12])[CH2:7][C:6]=2[CH:5]=[CH:4][CH:3]=1.[CH3:14]O, predict the reaction product. The product is: [CH3:14][O:12][C:11]([CH:8]1[CH2:9][C:10]2[N:2]=[CH:3][CH:4]=[CH:5][C:6]=2[CH2:7]1)=[O:13]. (5) Given the reactants Cl[C:2](OC1C=CC=CC=1)=[O:3].[CH3:11][O:12][C:13]1[CH:18]=[CH:17][CH:16]=[CH:15][C:14]=1[C:19]1[N:24]=[CH:23][N:22]=[C:21]([NH2:25])[CH:20]=1.CCN(C(C)C)C(C)C.[NH2:35][C:36]1[CH:37]=[C:38]([CH2:42][C:43]([OH:45])=[O:44])[CH:39]=[CH:40][CH:41]=1, predict the reaction product. The product is: [CH3:11][O:12][C:13]1[CH:18]=[CH:17][CH:16]=[CH:15][C:14]=1[C:19]1[N:24]=[CH:23][N:22]=[C:21]([NH:25][C:2](=[O:3])[NH:35][C:36]2[CH:37]=[C:38]([CH2:42][C:43]([OH:45])=[O:44])[CH:39]=[CH:40][CH:41]=2)[CH:20]=1.